This data is from NCI-60 drug combinations with 297,098 pairs across 59 cell lines. The task is: Regression. Given two drug SMILES strings and cell line genomic features, predict the synergy score measuring deviation from expected non-interaction effect. (1) Drug 1: C1CN(CCN1C(=O)CCBr)C(=O)CCBr. Drug 2: C1CCC(C(C1)N)N.C(=O)(C(=O)[O-])[O-].[Pt+4]. Cell line: M14. Synergy scores: CSS=27.2, Synergy_ZIP=-8.07, Synergy_Bliss=-5.96, Synergy_Loewe=-0.935, Synergy_HSA=-0.612. (2) Drug 1: CCCCC(=O)OCC(=O)C1(CC(C2=C(C1)C(=C3C(=C2O)C(=O)C4=C(C3=O)C=CC=C4OC)O)OC5CC(C(C(O5)C)O)NC(=O)C(F)(F)F)O. Drug 2: C1CN(CCN1C(=O)CCBr)C(=O)CCBr. Cell line: ACHN. Synergy scores: CSS=59.6, Synergy_ZIP=-4.30, Synergy_Bliss=-3.93, Synergy_Loewe=-2.97, Synergy_HSA=0.334.